This data is from Ames mutagenicity test results for genotoxicity prediction. The task is: Regression/Classification. Given a drug SMILES string, predict its toxicity properties. Task type varies by dataset: regression for continuous values (e.g., LD50, hERG inhibition percentage) or binary classification for toxic/non-toxic outcomes (e.g., AMES mutagenicity, cardiotoxicity, hepatotoxicity). Dataset: ames. (1) The compound is CC(C)=CCC[C@@](C)(O)[C@H]1CCC=CC1=O. The result is 1 (mutagenic). (2) The molecule is CC[C@@H](C)OC(=O)/C=C/c1ccc([N+](=O)[O-])o1. The result is 1 (mutagenic). (3) The molecule is NCCCCCCN. The result is 0 (non-mutagenic). (4) The drug is C#CC1(O)CCC2C3CCC4=CC(=O)CCC4C3CCC21CC. The result is 0 (non-mutagenic). (5) The drug is Cc1c2ccccc2nc2c1ccc1ccccc12. The result is 1 (mutagenic). (6) The drug is CC1c2cc(F)ccc2-c2ccc(F)cc21. The result is 1 (mutagenic). (7) The drug is [O-][n+]1ccc(NO)c2ccccc21. The result is 1 (mutagenic). (8) The compound is CCCCCCCCS(=O)[C@H](C)Cc1ccc2c(c1)OCO2. The result is 0 (non-mutagenic).